This data is from Full USPTO retrosynthesis dataset with 1.9M reactions from patents (1976-2016). The task is: Predict the reactants needed to synthesize the given product. (1) Given the product [CH:23]1([N:22]2[C:3]3[N:4]=[C:5]([NH:8][C:9]4[CH:14]=[CH:13][C:12]([N:15]5[CH2:16][CH2:17][N:18]([CH3:21])[CH2:19][CH2:20]5)=[CH:11][CH:10]=4)[N:6]=[CH:7][C:2]=3[NH:1][C:29](=[O:30])[C:28]2=[O:34])[CH2:24][CH2:25][CH2:26][CH2:27]1, predict the reactants needed to synthesize it. The reactants are: [NH2:1][C:2]1[C:3]([NH:22][CH:23]2[CH2:27][CH2:26][CH2:25][CH2:24]2)=[N:4][C:5]([NH:8][C:9]2[CH:14]=[CH:13][C:12]([N:15]3[CH2:20][CH2:19][N:18]([CH3:21])[CH2:17][CH2:16]3)=[CH:11][CH:10]=2)=[N:6][CH:7]=1.[C:28](OCC)(=[O:34])[C:29](OCC)=[O:30]. (2) Given the product [C:1]([O:5][C:6](=[O:38])[NH:7][C:8]([C:10]1[CH:15]=[CH:14][C:13]([CH2:16][NH:17][C:18]([C@H:20]2[N:24]3[C:25](=[O:37])[C:26]([NH:29][CH:30]([CH2:31][CH3:32])[CH2:39][CH3:40])=[CH:27][N:28]=[C:23]3[CH2:22][CH2:21]2)=[O:19])=[CH:12][CH:11]=1)=[NH:9])([CH3:4])([CH3:2])[CH3:3], predict the reactants needed to synthesize it. The reactants are: [C:1]([O:5][C:6](=[O:38])[NH:7][C:8]([C:10]1[CH:15]=[CH:14][C:13]([CH2:16][NH:17][C:18]([C@H:20]2[N:24]3[C:25](=[O:37])[C:26]([NH:29][CH2:30][C:31]4C=CC=C[CH:32]=4)=[CH:27][N:28]=[C:23]3[CH2:22][CH2:21]2)=[O:19])=[CH:12][CH:11]=1)=[NH:9])([CH3:4])([CH3:3])[CH3:2].[C:39](OC(=O)NC(C1C=CC(CNC([C@H]2N3C(=O)C(N)=CN=C3CC2)=O)=CC=1)=N)(C)(C)[CH3:40].CCC(=O)CC.[BH-](OC(C)=O)(OC(C)=O)OC(C)=O.[Na+]. (3) Given the product [CH2:13]([O:12][Si:5]([O:6][CH2:7][CH3:8])([O:9][CH2:10][CH3:11])[C:18]1[CH:23]=[CH:22][C:21]([Si:5]([O:12][CH2:13][CH3:14])([O:9][CH2:10][CH3:11])[O:6][CH2:7][CH3:8])=[CH:20][CH:19]=1)[CH3:14], predict the reactants needed to synthesize it. The reactants are: [Mg].CCO[Si:5]([O:12][CH2:13][CH3:14])([O:9][CH2:10][CH3:11])[O:6][CH2:7][CH3:8].II.Br[C:18]1[CH:23]=[CH:22][C:21](Br)=[CH:20][CH:19]=1. (4) Given the product [OH:1][C:2]1[CH:7]=[CH:6][C:5]([CH2:8][CH2:9][N:10]2[C:18]3[N:17]=[C:16]([C:19]45[CH2:20][CH2:21][C:22]([C:27]([OH:29])=[O:28])([CH2:25][CH2:26]4)[CH2:23][CH2:24]5)[NH:15][C:14]=3[C:13](=[O:30])[N:12]([CH2:31][CH2:32][CH3:33])[C:11]2=[O:34])=[CH:4][C:3]=1[I:37], predict the reactants needed to synthesize it. The reactants are: [OH:1][C:2]1[CH:7]=[CH:6][C:5]([CH2:8][CH2:9][N:10]2[C:18]3[N:17]=[C:16]([C:19]45[CH2:26][CH2:25][C:22]([C:27]([OH:29])=[O:28])([CH2:23][CH2:24]4)[CH2:21][CH2:20]5)[NH:15][C:14]=3[C:13](=[O:30])[N:12]([CH2:31][CH2:32][CH3:33])[C:11]2=[O:34])=[CH:4][CH:3]=1.[OH-].[Na+].[I:37]I. (5) Given the product [CH3:150][C@@:118]12[C@H:117]3[C:11]([CH2:9][C@:7]4([CH3:14])[C@@:5]([OH:6])([C:3]([CH2:2][OH:1])=[O:4])[CH2:130][CH2:129][C@H:128]4[C@@H:127]3[CH2:126][CH2:125][C:124]1=[CH:123][C:121](=[O:148])[CH2:120][CH2:119]2)=[O:12], predict the reactants needed to synthesize it. The reactants are: [O:1]=[CH:2][C@@H:3]([C@H:5]([C@@H:7]([C@@H:9]([CH2:11][OH:12])O)O)[OH:6])[OH:4].N[C@H:14](C(O)=O)CCC(=O)N.O=C1O[C@H]([C@H](CO)O)C(O)=C1O.CC1(C)S[C@@H]2[C@H](NC(CC3C=CC=CC=3)=O)C(=O)N2[C@H]1C([O-])=O.[K+].C[C@@H]1O[C@@H](O[C@H]2[C@H](O)[C@@H](O)[C@H](NC(N)=N)[C@@H](O)[C@@H]2NC(N)=N)[C@H](O[C@@H]2O[C@@H](CO)[C@H](O)[C@@H](O)[C@@H]2NC)[C@@]1(O)C=O.C[C@@H]1[C@@H](O)[C@@H](C)[C@H](C)OC(=O)C[C@H](O)C[C@H:130](O)[CH2:129][CH2:128][C@@H:127](O)[C@H:126](O)[CH2:125][C@H:124](O)[CH2:123][C@@:121]2([OH:148])O[C@H:117]([C@H:118]([C:150](O)=O)[C@@H:119](O)[CH2:120]2)C[C@@H](O[C@@H]2O[C@H](C)[C@@H](O)[C@H](N)[C@@H]2O)C=CC=CC=CC=CC=CC=CC=C1.C(=O)=O. (6) The reactants are: Br[C:2]1[CH:3]=[N:4][C:5]2[N:6]([CH:8]=[C:9]([CH2:11][O:12][C:13]3[CH:18]=[CH:17][C:16]([F:19])=[CH:15][CH:14]=3)[N:10]=2)[CH:7]=1.[NH2:20][C:21]1[CH:26]=[C:25]([Cl:27])[CH:24]=[CH:23][C:22]=1B(O)O. Given the product [Cl:27][C:25]1[CH:24]=[CH:23][C:22]([C:2]2[CH:3]=[N:4][C:5]3[N:6]([CH:8]=[C:9]([CH2:11][O:12][C:13]4[CH:18]=[CH:17][C:16]([F:19])=[CH:15][CH:14]=4)[N:10]=3)[CH:7]=2)=[C:21]([CH:26]=1)[NH2:20], predict the reactants needed to synthesize it. (7) Given the product [Br:14][C:7]1[CH:8]=[C:9]([NH2:16])[CH:12]=[CH:13][C:6]=1[F:5], predict the reactants needed to synthesize it. The reactants are: Cl([O-])=O.[Na+].[F:5][C:6]1[CH:13]=[CH:12][C:9](C=O)=[CH:8][C:7]=1[Br:14].Cl.[N-:16]=[N+]=[N-].[Na+].S(=O)(=O)(O)O.